From a dataset of Forward reaction prediction with 1.9M reactions from USPTO patents (1976-2016). Predict the product of the given reaction. (1) Given the reactants [CH3:1][O:2][C:3](=[O:14])[CH2:4][C:5]1[CH:10]=[CH:9][C:8]([C:11]#N)=[C:7]([Cl:13])[CH:6]=1.C(O)=[O:16], predict the reaction product. The product is: [CH3:1][O:2][C:3](=[O:14])[CH2:4][C:5]1[CH:10]=[CH:9][C:8]([CH:11]=[O:16])=[C:7]([Cl:13])[CH:6]=1. (2) Given the reactants I[C:2]1[C:7]([C:8]([NH:10][NH:11][CH:12]2[CH2:16][CH2:15][O:14][CH2:13]2)=[O:9])=[C:6]([O:17][CH3:18])[N:5]=[CH:4][CH:3]=1.N1CCC[C@H]1C(O)=O.C(=O)([O-])[O-].[K+].[K+], predict the reaction product. The product is: [CH3:18][O:17][C:6]1[C:7]2[C:8](=[O:9])[NH:10][N:11]([CH:12]3[CH2:16][CH2:15][O:14][CH2:13]3)[C:2]=2[CH:3]=[CH:4][N:5]=1. (3) The product is: [CH3:2][N:3]1[C:11](=[O:12])[C:10]2[N:9]([C@@H:13]([CH3:17])[C:14]([NH:38][C:36]3[CH:35]=[N:34][CH:33]=[C:32]([C:29]4[CH:28]=[N:27][C:26]([N:22]5[CH2:23][CH2:24][CH2:25][C@@H:21]5[CH3:20])=[N:31][CH:30]=4)[N:37]=3)=[O:16])[CH:8]=[N:7][C:6]=2[N:5]([CH3:18])[C:4]1=[O:19]. Given the reactants Cl.[CH3:2][N:3]1[C:11](=[O:12])[C:10]2[N:9]([C@@H:13]([CH3:17])[C:14]([OH:16])=O)[CH:8]=[N:7][C:6]=2[N:5]([CH3:18])[C:4]1=[O:19].[CH3:20][C@H:21]1[CH2:25][CH2:24][CH2:23][N:22]1[C:26]1[N:31]=[CH:30][C:29]([C:32]2[N:37]=[C:36]([NH2:38])[CH:35]=[N:34][CH:33]=2)=[CH:28][N:27]=1.C1C=NC2N(O)N=NC=2C=1.N1C=CC=CC=1.CC(C)N=C=NC(C)C, predict the reaction product.